Dataset: Retrosynthesis with 50K atom-mapped reactions and 10 reaction types from USPTO. Task: Predict the reactants needed to synthesize the given product. (1) Given the product CC(Nc1nc2cc[nH]c(=O)c2c2cc(C#Cc3ccccc3)ccc12)C(C)(C)C, predict the reactants needed to synthesize it. The reactants are: C#Cc1ccccc1.CC(Nc1nc2cc[nH]c(=O)c2c2cc(Br)ccc12)C(C)(C)C. (2) The reactants are: COC(=O)c1cccc2c(=O)c3ccccc3oc12. Given the product O=C(O)c1cccc2c(=O)c3ccccc3oc12, predict the reactants needed to synthesize it. (3) The reactants are: CC(C)OC(=O)Cl.CS(=O)(=O)c1ccc(-c2cnc(NCC3CCNCC3)nc2)cc1. Given the product CC(C)OC(=O)N1CCC(CNc2ncc(-c3ccc(S(C)(=O)=O)cc3)cn2)CC1, predict the reactants needed to synthesize it. (4) Given the product CC(=O)NCCc1ccccc1Cl, predict the reactants needed to synthesize it. The reactants are: CC(=O)OC(C)=O.NCCc1ccccc1Cl. (5) Given the product O=C(Nc1ccccn1)C(CC1CCCC1)c1ccc(-c2cccc3ccccc23)cc1, predict the reactants needed to synthesize it. The reactants are: Nc1ccccn1.O=C(O)C(CC1CCCC1)c1ccc(-c2cccc3ccccc23)cc1. (6) Given the product COC(=O)C(Oc1cccc(-c2ccccc2)c1)c1ccc(Oc2ccc(Cl)cc2)cc1, predict the reactants needed to synthesize it. The reactants are: COC(=O)C(Br)c1ccc(Oc2ccc(Cl)cc2)cc1.Oc1cccc(-c2ccccc2)c1.